Dataset: Full USPTO retrosynthesis dataset with 1.9M reactions from patents (1976-2016). Task: Predict the reactants needed to synthesize the given product. (1) Given the product [CH3:23][C:4]1([CH3:22])[CH2:3][CH:2]([NH:29][C:30]2[CH:35]=[CH:34][CH:33]=[CH:32][CH:31]=2)[C:11]2[C:6](=[CH:7][CH:8]=[CH:9][CH:10]=2)[N:5]1[C:12]([C:14]1[CH:19]=[CH:18][CH:17]=[C:16]([O:20][CH3:21])[CH:15]=1)=[O:13], predict the reactants needed to synthesize it. The reactants are: O[CH:2]1[C:11]2[C:6](=[CH:7][CH:8]=[CH:9][CH:10]=2)[N:5]([C:12]([C:14]2[CH:19]=[CH:18][CH:17]=[C:16]([O:20][CH3:21])[CH:15]=2)=[O:13])[C:4]([CH3:23])([CH3:22])[CH2:3]1.I[Si](C)(C)C.[NH2:29][C:30]1[CH:35]=[CH:34][CH:33]=[CH:32][CH:31]=1. (2) Given the product [CH3:28][S:25]([C:24]1[C:15]([O:9][C:5]2[CH:6]=[CH:7][CH:8]=[C:3]([S:2]([F:10])([F:11])([F:12])([F:13])[F:1])[CH:4]=2)=[CH:16][C:17]([CH3:29])=[C:18]([CH:23]=1)[C:19]([O:21][CH3:22])=[O:20])(=[O:26])=[O:27], predict the reactants needed to synthesize it. The reactants are: [F:1][S:2]([F:13])([F:12])([F:11])([F:10])[C:3]1[CH:4]=[C:5]([OH:9])[CH:6]=[CH:7][CH:8]=1.Br[C:15]1[C:24]([S:25]([CH3:28])(=[O:27])=[O:26])=[CH:23][C:18]([C:19]([O:21][CH3:22])=[O:20])=[C:17]([CH3:29])[CH:16]=1.C([O-])([O-])=O.[Cs+].[Cs+].O. (3) Given the product [F:27][C:26]1[C:17]([O:16][CH2:15][CH2:14][CH:11]2[CH2:12][CH2:13][N:8]([C:6](=[O:7])[CH2:5][OH:4])[CH2:9][CH2:10]2)=[C:18]2[C:23](=[CH:24][CH:25]=1)[N:22]=[C:21]([C:28]([NH:30][CH2:31][C:32]1[CH:37]=[CH:36][CH:35]=[C:34]([O:38][CH3:39])[CH:33]=1)=[O:29])[NH:20][C:19]2=[O:40], predict the reactants needed to synthesize it. The reactants are: C([O:4][CH2:5][C:6]([N:8]1[CH2:13][CH2:12][CH:11]([CH2:14][CH2:15][O:16][C:17]2[C:26]([F:27])=[CH:25][CH:24]=[C:23]3[C:18]=2[C:19](=[O:40])[NH:20][C:21]([C:28]([NH:30][CH2:31][C:32]2[CH:37]=[CH:36][CH:35]=[C:34]([O:38][CH3:39])[CH:33]=2)=[O:29])=[N:22]3)[CH2:10][CH2:9]1)=[O:7])(=O)C.[OH-].[Li+].S([O-])(O)(=O)=O.[K+]. (4) Given the product [N:1]1([CH2:8][C:9]2[CH:10]=[C:11]([NH2:15])[CH:12]=[CH:13][CH:14]=2)[CH2:6][CH2:5][CH2:4][CH2:3][CH2:2]1, predict the reactants needed to synthesize it. The reactants are: [NH:1]1[CH2:6][CH2:5][CH2:4][CH2:3][CH2:2]1.Br[CH2:8][C:9]1[CH:14]=[CH:13][CH:12]=[C:11]([N+:15]([O-])=O)[CH:10]=1. (5) Given the product [C:18]([O:1][C:2]1[CH:3]=[CH:4][C:5]([S:8]([Cl:15])(=[O:10])=[O:11])=[CH:6][CH:7]=1)(=[O:21])[CH3:19], predict the reactants needed to synthesize it. The reactants are: [OH:1][C:2]1[CH:7]=[CH:6][C:5]([S:8]([OH:11])(=[O:10])=O)=[CH:4][CH:3]=1.C(Cl)(=O)C([Cl:15])=O.[C:18]([O:21]C(=O)C)(=O)[CH3:19].